From a dataset of Retrosynthesis with 50K atom-mapped reactions and 10 reaction types from USPTO. Predict the reactants needed to synthesize the given product. (1) Given the product Cc1nc(N2CCN(Cc3ccc(C(F)(F)F)cc3)C2=O)sc1C(=O)NCc1ccccc1, predict the reactants needed to synthesize it. The reactants are: Cc1nc(N2CCN(Cc3ccc(C(F)(F)F)cc3)C2=O)sc1C(=O)O.NCc1ccccc1. (2) Given the product Fc1ccc(CBr)cc1OCC(F)(F)F, predict the reactants needed to synthesize it. The reactants are: Cc1ccc(F)c(OCC(F)(F)F)c1.O=C1CCC(=O)N1Br.